From a dataset of Full USPTO retrosynthesis dataset with 1.9M reactions from patents (1976-2016). Predict the reactants needed to synthesize the given product. (1) Given the product [C:1]1([S:7]([C:10]2[C:18]3[C:13](=[CH:14][CH:15]=[C:16]([O:19][CH2:20][CH2:21][N:38]4[CH2:33][CH2:37][CH2:36][CH2:35]4)[CH:17]=3)[NH:12][N:11]=2)(=[O:8])=[O:9])[CH:6]=[CH:5][CH:4]=[CH:3][CH:2]=1, predict the reactants needed to synthesize it. The reactants are: [C:1]1([S:7]([C:10]2[C:18]3[C:13](=[CH:14][CH:15]=[C:16]([O:19][CH2:20][CH2:21]OS(C4C=CC(C)=CC=4)(=O)=O)[CH:17]=3)[NH:12][N:11]=2)(=[O:9])=[O:8])[CH:6]=[CH:5][CH:4]=[CH:3][CH:2]=1.[CH:33]1([NH2:38])[CH2:37][CH2:36][CH2:35]C1. (2) Given the product [CH3:20][O:19][C:17]([C@@H:9]1[C@H:10]([C:11]2[CH:16]=[CH:15][CH:14]=[CH:13][CH:12]=2)[C@H:8]1[C:5]1[CH:6]=[CH:7][C:2]([C:31]2[CH:32]=[CH:33][CH:34]=[C:29]([O:28][CH2:21][C:22]3[CH:27]=[CH:26][CH:25]=[CH:24][CH:23]=3)[CH:30]=2)=[CH:3][CH:4]=1)=[O:18], predict the reactants needed to synthesize it. The reactants are: Br[C:2]1[CH:7]=[CH:6][C:5]([C@@H:8]2[C@@H:10]([C:11]3[CH:16]=[CH:15][CH:14]=[CH:13][CH:12]=3)[C@H:9]2[C:17]([O:19][CH3:20])=[O:18])=[CH:4][CH:3]=1.[CH2:21]([O:28][C:29]1[CH:30]=[C:31](B(O)O)[CH:32]=[CH:33][CH:34]=1)[C:22]1[CH:27]=[CH:26][CH:25]=[CH:24][CH:23]=1. (3) Given the product [NH2:19][N:18]1[C:6]([C:5]2[CH:4]=[C:3]([O:2][CH3:1])[CH:11]=[C:10]([O:12][CH3:13])[CH:9]=2)=[N:14][N:15]=[C:16]1[SH:17], predict the reactants needed to synthesize it. The reactants are: [CH3:1][O:2][C:3]1[CH:4]=[C:5]([CH:9]=[C:10]([O:12][CH3:13])[CH:11]=1)[C:6](O)=O.[NH2:14][NH:15][C:16]([NH:18][NH2:19])=[S:17].Cl. (4) Given the product [C:1]([C:3]1[C:8]([C:9]2[CH:10]=[CH:11][CH:12]=[C:13]([CH2:51][N:52]3[CH2:57][CH2:56][N:55]([CH3:58])[CH2:54][CH2:53]3)[CH:14]=2)=[CH:7][C:6]([CH2:17][NH:18][C:19]([C:21]2[CH:26]=[CH:25][CH:24]=[C:23]([C:27]([NH:29][CH2:30][C:31]3[C:32]([NH:44][CH:45]4[CH2:50][CH2:49][O:48][CH2:47][CH2:46]4)=[C:33]4[CH:41]=[N:40][N:39]([CH2:42][CH3:43])[C:34]4=[N:35][C:36]=3[CH2:37][CH3:38])=[O:28])[CH:22]=2)=[O:20])=[CH:5][CH:4]=1)#[N:2], predict the reactants needed to synthesize it. The reactants are: [C:1]([C:3]1[C:8]([C:9]2[CH:14]=[CH:13][CH:12]=[C:11](C=O)[CH:10]=2)=[CH:7][C:6]([CH2:17][NH:18][C:19]([C:21]2[CH:26]=[CH:25][CH:24]=[C:23]([C:27]([NH:29][CH2:30][C:31]3[C:32]([NH:44][CH:45]4[CH2:50][CH2:49][O:48][CH2:47][CH2:46]4)=[C:33]4[CH:41]=[N:40][N:39]([CH2:42][CH3:43])[C:34]4=[N:35][C:36]=3[CH2:37][CH3:38])=[O:28])[CH:22]=2)=[O:20])=[CH:5][CH:4]=1)#[N:2].[CH3:51][N:52]1[CH2:57][CH2:56][NH:55][CH2:54][CH2:53]1.[C:58](O[BH-](OC(=O)C)OC(=O)C)(=O)C.[Na+].CC(O)=O. (5) The reactants are: Cl[CH2:2][C:3]1[CH:8]=[CH:7][CH:6]=[C:5]([O:9][CH3:10])[CH:4]=1.[F:11][C:12]1[C:17]([F:18])=[CH:16][CH:15]=[CH:14][C:13]=1[C:19]1[N:27]=[C:22]2[CH:23]=[N:24][NH:25][CH:26]=[C:21]2[N:20]=1. Given the product [F:11][C:12]1[C:17]([F:18])=[CH:16][CH:15]=[CH:14][C:13]=1[C:19]1[N:27]=[C:22]2[CH:23]=[N:24][N:25]([CH2:2][C:3]3[CH:8]=[CH:7][CH:6]=[C:5]([O:9][CH3:10])[CH:4]=3)[CH:26]=[C:21]2[N:20]=1, predict the reactants needed to synthesize it. (6) Given the product [C:20]([O:19][C:17](=[O:18])[CH2:16][N:25]1[C:26]2[C:5](=[CH:6][C:7]([C:12]([OH:14])=[O:13])=[CH:8][CH:9]=2)[CH:4]=[CH:27]1)([CH3:23])([CH3:22])[CH3:21], predict the reactants needed to synthesize it. The reactants are: [H-].[Na+].N1C2C=[CH:9][CH:8]=[C:7]([C:12]([OH:14])=[O:13])[C:6]=2[CH:5]=[CH:4]1.Br[CH2:16][C:17]([O:19][C:20]([CH3:23])([CH3:22])[CH3:21])=[O:18].C[N:25]([CH:27]=O)[CH3:26]. (7) The reactants are: Br[C:2]1[C:3]2[N:4]([N:8]=[C:9]([Cl:11])[N:10]=2)[CH:5]=[CH:6][CH:7]=1.[CH2:12]([O:16][C:17]1[CH:22]=[CH:21][CH:20]=[CH:19][C:18]=1B(O)O)[CH:13]([CH3:15])[CH3:14]. Given the product [Cl:11][C:9]1[N:10]=[C:3]2[C:2]([C:22]3[CH:21]=[CH:20][CH:19]=[CH:18][C:17]=3[O:16][CH2:12][CH:13]([CH3:15])[CH3:14])=[CH:7][CH:6]=[CH:5][N:4]2[N:8]=1, predict the reactants needed to synthesize it. (8) The reactants are: [CH2:1]([N:8]1[CH2:13][CH2:12][C:11]([C:15]2[CH:22]=[CH:21][C:18]([CH:19]=O)=[C:17]([O:23][CH3:24])[CH:16]=2)([OH:14])[CH2:10][CH2:9]1)[C:2]1[CH:7]=[CH:6][CH:5]=[CH:4][CH:3]=1.[CH3:25][S:26]([CH2:28][S:29]([CH3:31])=O)=[O:27].[OH-].C([N+](C)(C)C)C1C=CC=CC=1. Given the product [CH2:1]([N:8]1[CH2:13][CH2:12][C:11]([C:15]2[CH:22]=[CH:21][C:18]([CH:19]=[C:28]([S:29][CH3:31])[S:26]([CH3:25])=[O:27])=[C:17]([O:23][CH3:24])[CH:16]=2)([OH:14])[CH2:10][CH2:9]1)[C:2]1[CH:3]=[CH:4][CH:5]=[CH:6][CH:7]=1, predict the reactants needed to synthesize it. (9) Given the product [Br:1][C:2]1[CH:3]=[C:4]2[S:10][C:9]([O:11][CH:12]3[CH2:17][CH2:16][N:15]([C:19]4[N:24]=[CH:23][C:22]([CH2:25][CH2:26][CH3:27])=[CH:21][N:20]=4)[CH2:14][CH2:13]3)=[N:8][C:5]2=[N:6][CH:7]=1, predict the reactants needed to synthesize it. The reactants are: [Br:1][C:2]1[CH:3]=[C:4]2[S:10][C:9]([O:11][CH:12]3[CH2:17][CH2:16][NH:15][CH2:14][CH2:13]3)=[N:8][C:5]2=[N:6][CH:7]=1.Cl[C:19]1[N:24]=[CH:23][C:22]([CH2:25][CH2:26][CH3:27])=[CH:21][N:20]=1.BrC1C=CC2N=C(OC3CCN(C4N=CC(CCC)=CN=4)CC3)SC=2C=1.